From a dataset of Full USPTO retrosynthesis dataset with 1.9M reactions from patents (1976-2016). Predict the reactants needed to synthesize the given product. Given the product [C-:1]#[O+:2].[C-:1]#[O+:2].[C-:1]#[O+:2].[C-:1]#[O+:2].[Ni:6], predict the reactants needed to synthesize it. The reactants are: [C:1](=O)([O-])[O-:2].[Ni+2].[Ni:6](Cl)Cl.[H][H].[C]=O.